Dataset: Catalyst prediction with 721,799 reactions and 888 catalyst types from USPTO. Task: Predict which catalyst facilitates the given reaction. (1) The catalyst class is: 2. Reactant: [Cl:1][C:2]1[CH:3]=[C:4]([CH2:19][N:20]2[C:24]([CH3:25])=[CH:23][C:22]([C:26](O)=[O:27])=[N:21]2)[C:5]2[O:9][C:8]([C:10]3[CH:15]=[CH:14][C:13]([Cl:16])=[CH:12][C:11]=3[Cl:17])=[CH:7][C:6]=2[CH:18]=1.O=S(Cl)[Cl:31]. Product: [Cl:1][C:2]1[CH:3]=[C:4]([CH2:19][N:20]2[C:24]([CH3:25])=[CH:23][C:22]([C:26]([Cl:31])=[O:27])=[N:21]2)[C:5]2[O:9][C:8]([C:10]3[CH:15]=[CH:14][C:13]([Cl:16])=[CH:12][C:11]=3[Cl:17])=[CH:7][C:6]=2[CH:18]=1. (2) Reactant: [N:1]1[CH:6]=[CH:5][N:4]=[CH:3][C:2]=1[C:7]1[CH:8]=[CH:9][C:10]([C:13]([OH:15])=O)=[N:11][CH:12]=1.[CH3:16][C:17]1[CH:22]=[C:21]([C:23]2[C:28]([CH3:29])=[CH:27][C:26]([CH2:30][NH2:31])=[CH:25][N:24]=2)[CH:20]=[CH:19][N:18]=1.F[P-](F)(F)(F)(F)F.N1(OC(N(C)C)=[N+](C)C)C2N=CC=CC=2N=N1.CCN(C(C)C)C(C)C. Product: [CH3:16][C:17]1[CH:22]=[C:21]([C:23]2[C:28]([CH3:29])=[CH:27][C:26]([CH2:30][NH:31][C:13](=[O:15])[C:10]3[CH:9]=[CH:8][C:7]([C:2]4[CH:3]=[N:4][CH:5]=[CH:6][N:1]=4)=[CH:12][N:11]=3)=[CH:25][N:24]=2)[CH:20]=[CH:19][N:18]=1. The catalyst class is: 623. (3) Reactant: [C:1]1([CH3:33])[CH:6]=[CH:5][C:4]([C:7]2[N:8]=[C:9]3[CH2:23][CH2:22][CH2:21][N:20]([CH2:24][CH2:25][CH2:26][CH2:27][CH2:28][CH2:29][C:30](O)=[O:31])[C:10]3=[N:11][C:12]=2[C:13]2[CH:18]=[CH:17][C:16]([CH3:19])=[CH:15][CH:14]=2)=[CH:3][CH:2]=1.CN(C(ON1N=NC2C=CC=NC1=2)=[N+](C)C)C.F[P-](F)(F)(F)(F)F.CCN(C(C)C)C(C)C.[NH2:67][CH2:68][CH2:69][C:70]#[N:71]. Product: [C:68]([CH2:69][CH2:70][NH:71][C:30](=[O:31])[CH2:29][CH2:28][CH2:27][CH2:26][CH2:25][CH2:24][N:20]1[C:10]2=[N:11][C:12]([C:13]3[CH:18]=[CH:17][C:16]([CH3:19])=[CH:15][CH:14]=3)=[C:7]([C:4]3[CH:5]=[CH:6][C:1]([CH3:33])=[CH:2][CH:3]=3)[N:8]=[C:9]2[CH2:23][CH2:22][CH2:21]1)#[N:67]. The catalyst class is: 2.